This data is from Full USPTO retrosynthesis dataset with 1.9M reactions from patents (1976-2016). The task is: Predict the reactants needed to synthesize the given product. (1) Given the product [CH:13]1([O:12][C:7]2[CH:8]=[C:9]3[C:4](=[CH:5][C:6]=2[O:18][CH3:19])[N:3]=[C:2]([NH:20][C@H:21]2[CH2:26][CH2:25][C@H:24]([OH:27])[CH2:23][CH2:22]2)[N:11]=[CH:10]3)[CH2:17][CH2:16][CH2:15][CH2:14]1, predict the reactants needed to synthesize it. The reactants are: Cl[C:2]1[N:11]=[CH:10][C:9]2[C:4](=[CH:5][C:6]([O:18][CH3:19])=[C:7]([O:12][CH:13]3[CH2:17][CH2:16][CH2:15][CH2:14]3)[CH:8]=2)[N:3]=1.[NH2:20][C@H:21]1[CH2:26][CH2:25][C@H:24]([OH:27])[CH2:23][CH2:22]1. (2) Given the product [CH2:1]([O:8][C:9]1[CH:14]=[CH:13][N:12]=[CH:11][C:10]=1[NH2:15])[C:2]1[CH:3]=[CH:4][CH:5]=[CH:6][CH:7]=1, predict the reactants needed to synthesize it. The reactants are: [CH2:1]([O:8][C:9]1[CH:14]=[CH:13][N:12]=[CH:11][C:10]=1[N+:15]([O-])=O)[C:2]1[CH:7]=[CH:6][CH:5]=[CH:4][CH:3]=1.[H][H].